This data is from Reaction yield outcomes from USPTO patents with 853,638 reactions. The task is: Predict the reaction yield, written as a fraction of the theoretical maximum amount of product (1.0 means a 100% yield; for example, 0.34 means a 34% yield). (1) The reactants are [C:1]1(=[O:10])[C:9]2[C:4](=[CH:5][CH:6]=[CH:7][CH:8]=2)[CH2:3][NH:2]1.Br[CH2:12][C:13]1[CH:18]=[CH:17][C:16]([F:19])=[CH:15][CH:14]=1.C([O-])([O-])=O.[Cs+].[Cs+].C1OCCOCCOCCOCCOCCOC1. The catalyst is CC(C)=O.CCCCCC.C(OCC)(=O)C. The product is [F:19][C:16]1[CH:17]=[CH:18][C:13]([CH2:12][N:2]2[CH2:3][C:4]3[C:9](=[CH:8][CH:7]=[CH:6][CH:5]=3)[C:1]2=[O:10])=[CH:14][CH:15]=1. The yield is 0.820. (2) The reactants are Br[C:2]1[S:6][C:5]([C:7]([NH2:9])=[O:8])=[CH:4][CH:3]=1.[B:10]1([B:10]2[O:14][C:13]([CH3:16])([CH3:15])[C:12]([CH3:18])([CH3:17])[O:11]2)[O:14][C:13]([CH3:16])([CH3:15])[C:12]([CH3:18])([CH3:17])[O:11]1.CC([O-])=O.[K+]. The catalyst is O1CCOCC1. The product is [CH3:17][C:12]1([CH3:18])[C:13]([CH3:16])([CH3:15])[O:14][B:10]([C:2]2[S:6][C:5]([C:7]([NH2:9])=[O:8])=[CH:4][CH:3]=2)[O:11]1. The yield is 0.680. (3) The reactants are C[C:2]1[C:3]([NH2:10])=[C:4]([C:7]([OH:9])=[O:8])[S:5][CH:6]=1.N1C=CC=C[CH:12]=1.[C:17]([C:21]1[CH:29]=[CH:28][C:24]([C:25](Cl)=[O:26])=[CH:23][CH:22]=1)([CH3:20])([CH3:19])[CH3:18]. The catalyst is C(Cl)Cl. The product is [C:17]([C:21]1[CH:29]=[CH:28][C:24]([C:25]([NH:10][C:3]2[CH:2]=[CH:6][S:5][C:4]=2[C:7]([O:9][CH3:12])=[O:8])=[O:26])=[CH:23][CH:22]=1)([CH3:20])([CH3:19])[CH3:18]. The yield is 0.960. (4) The reactants are [Cl:1][C:2]1[C:3](I)=[CH:4][C:5]2[C:14]3[C:9](=[C:10]([CH3:15])[N:11]=[CH:12][CH:13]=3)[C:8](=[O:16])[N:7]([CH3:17])[C:6]=2[CH:18]=1.B1(C=C)OB([CH:26]=[CH2:27])OB(C=C)O1.C1C=CN=CC=1.C([O-])([O-])=O.[Na+].[Na+]. The catalyst is C1(C)C=CC=CC=1.O.C1C=CC([P]([Pd]([P](C2C=CC=CC=2)(C2C=CC=CC=2)C2C=CC=CC=2)([P](C2C=CC=CC=2)(C2C=CC=CC=2)C2C=CC=CC=2)[P](C2C=CC=CC=2)(C2C=CC=CC=2)C2C=CC=CC=2)(C2C=CC=CC=2)C2C=CC=CC=2)=CC=1. The product is [Cl:1][C:2]1[C:3]([CH:26]=[CH2:27])=[CH:4][C:5]2[C:14]3[C:9](=[C:10]([CH3:15])[N:11]=[CH:12][CH:13]=3)[C:8](=[O:16])[N:7]([CH3:17])[C:6]=2[CH:18]=1. The yield is 0.680. (5) The reactants are [CH2:1]([C@@:8]12[CH2:21][CH2:20][C:19](=[O:22])[CH2:18][C@H:17]1[CH2:16][CH2:15][C:14]1[CH:13]=[C:12]([C:23]([OH:25])=[O:24])[CH:11]=[CH:10][C:9]2=1)[C:2]1[CH:7]=[CH:6][CH:5]=[CH:4][CH:3]=1.[OH-].[Na+].[CH:28](=O)[C:29]1[CH:34]=[CH:33][CH:32]=[CH:31][CH:30]=1.Cl. The catalyst is O.CCOC(C)=O. The product is [CH2:1]([C@@:8]12[CH2:21]/[C:20](=[CH:28]\[C:29]3[CH:34]=[CH:33][CH:32]=[CH:31][CH:30]=3)/[C:19](=[O:22])[CH2:18][C@H:17]1[CH2:16][CH2:15][C:14]1[CH:13]=[C:12]([C:23]([OH:25])=[O:24])[CH:11]=[CH:10][C:9]2=1)[C:2]1[CH:3]=[CH:4][CH:5]=[CH:6][CH:7]=1. The yield is 0.800. (6) The reactants are Cl.[CH3:2][O:3][C:4](=[O:8])[C@H:5]([CH3:7])[NH2:6].[C:9](O)(=[O:31])[CH2:10][CH2:11]/[CH:12]=[CH:13]\[CH2:14]/[CH:15]=[CH:16]\[CH2:17]/[CH:18]=[CH:19]\[CH2:20]/[CH:21]=[CH:22]\[CH2:23]/[CH:24]=[CH:25]\[CH2:26]/[CH:27]=[CH:28]\[CH2:29][CH3:30].CCN=C=NCCCN(C)C.CCN(C(C)C)C(C)C. The catalyst is CC#N.CCOC(C)=O. The product is [C:9]([NH:6][C@@H:5]([CH3:7])[C:4]([O:3][CH3:2])=[O:8])(=[O:31])[CH2:10][CH2:11]/[CH:12]=[CH:13]\[CH2:14]/[CH:15]=[CH:16]\[CH2:17]/[CH:18]=[CH:19]\[CH2:20]/[CH:21]=[CH:22]\[CH2:23]/[CH:24]=[CH:25]\[CH2:26]/[CH:27]=[CH:28]\[CH2:29][CH3:30]. The yield is 0.790. (7) The yield is 0.0150. The reactants are [NH2:1][C:2]1[N:7]=[CH:6][C:5]([C:8]([NH:10][C:11]2[N:20]3[CH2:21][CH2:22][N:23]=[C:19]3[C:18]3[CH:17]=[CH:16][C:15]([O:24][CH2:25][C@@:26]([OH:37])([CH3:36])[CH2:27][N:28]4[CH2:33][C@H:32]([CH3:34])[O:31][C@H:30]([CH3:35])[CH2:29]4)=[C:14]([OH:38])[C:13]=3[N:12]=2)=[O:9])=[CH:4][N:3]=1.C([O-])([O-])=O.[Cs+].[Cs+].[F:45][C:46]1[CH:51]=[CH:50][C:49]([CH2:52][CH2:53]Br)=[CH:48][CH:47]=1. The product is [NH2:1][C:2]1[N:3]=[CH:4][C:5]([C:8]([NH:10][C:11]2[N:20]3[CH2:21][CH2:22][N:23]=[C:19]3[C:18]3[CH:17]=[CH:16][C:15]([O:24][CH2:25][C@@:26]([OH:37])([CH3:36])[CH2:27][N:28]4[CH2:33][C@H:32]([CH3:34])[O:31][C@H:30]([CH3:35])[CH2:29]4)=[C:14]([O:38][CH2:53][CH2:52][C:49]4[CH:50]=[CH:51][C:46]([F:45])=[CH:47][CH:48]=4)[C:13]=3[N:12]=2)=[O:9])=[CH:6][N:7]=1. The catalyst is CN(C=O)C.